From a dataset of Forward reaction prediction with 1.9M reactions from USPTO patents (1976-2016). Predict the product of the given reaction. (1) Given the reactants [F:1][C:2]1[C:3](F)=[C:4]2[O:9][CH2:8][C@H:7]([CH3:10])[N:6]3[CH:11]=[C:12]([C:17]([OH:19])=[O:18])[C:13](=[O:16])[C:14]([CH:15]=1)=[C:5]23.[CH3:21][N:22]1[CH2:27][CH2:26][NH:25][CH2:24][CH2:23]1.CCCCCCC, predict the reaction product. The product is: [CH3:10][C@@H:7]1[N:6]2[C:5]3[C:14]([C:13]([C:12]([C:17]([OH:19])=[O:18])=[CH:11]2)=[O:16])=[CH:15][C:2]([F:1])=[C:3]([N:25]2[CH2:26][CH2:27][N:22]([CH3:21])[CH2:23][CH2:24]2)[C:4]=3[O:9][CH2:8]1. (2) Given the reactants [Cl:1][C:2]([Cl:7])([Cl:6])[C:3](Cl)=[O:4].[CH2:8]1[CH2:18][O:17][C:16]2[CH:15]=[CH:14][C:12]([NH2:13])=[CH:11][C:10]=2[O:9]1, predict the reaction product. The product is: [Cl:1][C:2]([Cl:7])([Cl:6])[C:3]([NH:13][C:12]1[CH:14]=[CH:15][C:16]2[O:17][CH2:18][CH2:8][O:9][C:10]=2[CH:11]=1)=[O:4]. (3) Given the reactants [OH:1][C:2]1[C:10]([CH:11]=[O:12])=[CH:9][C:8]([I:13])=[C:7]2[C:3]=1[CH:4]([O:24][CH3:25])[N:5]([C:15]([CH3:23])([C:17]1[CH:22]=[CH:21][CH:20]=[CH:19][CH:18]=1)[CH3:16])[C:6]2=[O:14].C(N(CC)CC)C.[CH3:33][S:34](Cl)(=[O:36])=[O:35], predict the reaction product. The product is: [CH3:33][S:34]([O:1][C:2]1[C:10]([CH:11]=[O:12])=[CH:9][C:8]([I:13])=[C:7]2[C:3]=1[CH:4]([O:24][CH3:25])[N:5]([C:15]([CH3:16])([C:17]1[CH:18]=[CH:19][CH:20]=[CH:21][CH:22]=1)[CH3:23])[C:6]2=[O:14])(=[O:36])=[O:35]. (4) Given the reactants C(N(CC)CC)C.[OH:8][CH2:9][CH2:10][NH:11][C:12](=[O:18])[O:13][C:14]([CH3:17])([CH3:16])[CH3:15].Cl.CN(C)C.[C:24]1([CH3:36])[CH:29]=[C:28]([CH3:30])[CH:27]=[C:26]([CH3:31])[C:25]=1[S:32](Cl)(=[O:34])=[O:33], predict the reaction product. The product is: [CH3:36][C:24]1[CH:29]=[C:28]([CH3:30])[CH:27]=[C:26]([CH3:31])[C:25]=1[S:32]([O:8][CH2:9][CH2:10][NH:11][C:12]([O:13][C:14]([CH3:15])([CH3:17])[CH3:16])=[O:18])(=[O:33])=[O:34]. (5) Given the reactants [CH3:1][C:2]1([CH3:10])[O:7][C:6](=[O:8])[CH2:5][C:4](=[O:9])[O:3]1.N1C=CC=CC=1.[C:17](Cl)(=[O:23])[CH2:18][CH2:19][CH2:20][CH2:21][CH3:22], predict the reaction product. The product is: [C:17]([CH:5]1[C:6](=[O:8])[O:7][C:2]([CH3:10])([CH3:1])[O:3][C:4]1=[O:9])(=[O:23])[CH2:18][CH2:19][CH2:20][CH2:21][CH3:22]. (6) Given the reactants [Cl:1][C:2]1[CH:3]=[C:4]2[C:8](=[CH:9][CH:10]=1)[NH:7][CH:6]=[C:5]2[CH2:11][CH2:12][NH:13][C:14](=[O:23])[C:15]1[CH:20]=[CH:19][C:18]([CH2:21]Cl)=[CH:17][CH:16]=1.[Cl:24][C:25]1[CH:30]=[CH:29][C:28](B(O)O)=[CH:27][CH:26]=1.C(=O)([O-])[O-].[Na+].[Na+].[I-].[Na+], predict the reaction product. The product is: [Cl:1][C:2]1[CH:3]=[C:4]2[C:8](=[CH:9][CH:10]=1)[NH:7][CH:6]=[C:5]2[CH2:11][CH2:12][NH:13][C:14](=[O:23])[C:15]1[CH:20]=[CH:19][C:18]([CH2:21][C:28]2[CH:29]=[CH:30][C:25]([Cl:24])=[CH:26][CH:27]=2)=[CH:17][CH:16]=1. (7) Given the reactants [N+:1]([C:4]1[CH:9]=[CH:8][CH:7]=[C:6]([OH:10])[C:5]=1[OH:11])([O-:3])=[O:2].C(=O)([O-])[O-].[K+].[K+].Br[CH2:19][CH2:20]Br.O, predict the reaction product. The product is: [N+:1]([C:4]1[C:5]2[O:11][CH2:20][CH2:19][O:10][C:6]=2[CH:7]=[CH:8][CH:9]=1)([O-:3])=[O:2].